Predict which catalyst facilitates the given reaction. From a dataset of Catalyst prediction with 721,799 reactions and 888 catalyst types from USPTO. (1) Product: [Cl-:37].[NH2:1][C:2]1[N:7]([C:8]2[C:24]([F:25])=[CH:23][C:11]([O:12][CH2:13][CH2:14][NH3+:15])=[CH:10][C:9]=2[F:26])[C:6](=[O:27])[CH:5]=[CH:4][C:3]=1[C:28](=[O:36])[C:29]1[CH:30]=[CH:31][C:32]([F:35])=[CH:33][CH:34]=1. The catalyst class is: 12. Reactant: [NH2:1][C:2]1[N:7]([C:8]2[C:24]([F:25])=[CH:23][C:11]([O:12][CH2:13][CH2:14][NH:15]C(=O)OC(C)(C)C)=[CH:10][C:9]=2[F:26])[C:6](=[O:27])[CH:5]=[CH:4][C:3]=1[C:28](=[O:36])[C:29]1[CH:34]=[CH:33][C:32]([F:35])=[CH:31][CH:30]=1.[ClH:37]. (2) Reactant: [CH:1]1([CH2:4][N:5]2[C:9]3[CH:10]=[CH:11][C:12]([C:16]4[CH:21]=[CH:20][C:19]([CH2:22][N:23]5[CH2:27][C:26](=[O:28])[N:25]([CH3:29])[C:24]5=[O:30])=[CH:18][CH:17]=4)=[C:13]([CH:14]=[O:15])[C:8]=3[N:7]=[N:6]2)[CH2:3][CH2:2]1.[BH4-].[Na+].O. Product: [CH:1]1([CH2:4][N:5]2[C:9]3[CH:10]=[CH:11][C:12]([C:16]4[CH:21]=[CH:20][C:19]([CH2:22][N:23]5[CH2:27][C:26](=[O:28])[N:25]([CH3:29])[C:24]5=[O:30])=[CH:18][CH:17]=4)=[C:13]([CH2:14][OH:15])[C:8]=3[N:7]=[N:6]2)[CH2:3][CH2:2]1. The catalyst class is: 138.